Regression. Given a peptide amino acid sequence and an MHC pseudo amino acid sequence, predict their binding affinity value. This is MHC class I binding data. From a dataset of Peptide-MHC class I binding affinity with 185,985 pairs from IEDB/IMGT. (1) The peptide sequence is AYKKQFSQY. The MHC is HLA-A02:11 with pseudo-sequence HLA-A02:11. The binding affinity (normalized) is 0.0847. (2) The peptide sequence is YKSRCYVGL. The MHC is HLA-B51:01 with pseudo-sequence HLA-B51:01. The binding affinity (normalized) is 0.0847. (3) The peptide sequence is KAIGTVLV. The MHC is HLA-A02:02 with pseudo-sequence HLA-A02:02. The binding affinity (normalized) is 0. (4) The peptide sequence is AQFSPQYL. The MHC is HLA-B58:01 with pseudo-sequence HLA-B58:01. The binding affinity (normalized) is 0.